Dataset: Full USPTO retrosynthesis dataset with 1.9M reactions from patents (1976-2016). Task: Predict the reactants needed to synthesize the given product. (1) Given the product [CH2:16]([C:15]1[N:14]=[C:13]([C:18]2[CH:28]=[CH:27][C:21]([O:22][C:23]([F:26])([F:25])[F:24])=[CH:20][C:19]=2[O:29][CH3:30])[C:12]([O:31][CH3:32])=[N:11][C:10]=1[O:8][CH:5]([CH2:6][CH3:7])[CH2:4][CH3:3])[CH3:17], predict the reactants needed to synthesize it. The reactants are: [H-].[Na+].[CH3:3][CH2:4][CH:5]([OH:8])[CH2:6][CH3:7].Br[C:10]1[N:11]=[C:12]([O:31][CH3:32])[C:13]([C:18]2[CH:28]=[CH:27][C:21]([O:22][C:23]([F:26])([F:25])[F:24])=[CH:20][C:19]=2[O:29][CH3:30])=[N:14][C:15]=1[CH2:16][CH3:17]. (2) Given the product [Cl:3][C:4]1[CH:12]=[CH:11][C:10]2[N:9]([CH2:29][C:26]([C:23]3[CH:24]=[CH:25][C:20]([Cl:19])=[CH:21][CH:22]=3)([OH:27])[CH3:28])[C:8]3[CH2:13][CH2:14][N:15]([CH3:18])[CH2:16][CH2:17][C:7]=3[C:6]=2[CH:5]=1, predict the reactants needed to synthesize it. The reactants are: [H-].[Na+].[Cl:3][C:4]1[CH:12]=[CH:11][C:10]2[NH:9][C:8]3[CH2:13][CH2:14][N:15]([CH3:18])[CH2:16][CH2:17][C:7]=3[C:6]=2[CH:5]=1.[Cl:19][C:20]1[CH:25]=[CH:24][C:23]([C:26]2([CH3:29])[CH2:28][O:27]2)=[CH:22][CH:21]=1.O. (3) Given the product [Cl:6][C:7]1[C:8]([C:31]2[CH:32]=[N:33][N:34]3[CH:39]=[CH:38][CH:37]=[CH:36][C:35]=23)=[N:9][C:10]([NH:13][C:14]2[C:19]([O:20][CH3:21])=[CH:18][C:17]([N:22]3[CH2:26][CH2:25][C@@H:24]([N:27]([CH3:29])[CH3:28])[CH2:23]3)=[C:16]([NH:30][C:1](=[O:4])[CH:2]=[CH2:3])[CH:15]=2)=[N:11][CH:12]=1, predict the reactants needed to synthesize it. The reactants are: [C:1](Cl)(=[O:4])[CH:2]=[CH2:3].[Cl:6][C:7]1[C:8]([C:31]2[CH:32]=[N:33][N:34]3[CH:39]=[CH:38][CH:37]=[CH:36][C:35]=23)=[N:9][C:10]([NH:13][C:14]2[C:19]([O:20][CH3:21])=[CH:18][C:17]([N:22]3[CH2:26][CH2:25][C@@H:24]([N:27]([CH3:29])[CH3:28])[CH2:23]3)=[C:16]([NH2:30])[CH:15]=2)=[N:11][CH:12]=1.CCN(C(C)C)C(C)C. (4) Given the product [N:17]1[CH:16]=[C:15]([CH2:14][C:8]2[C:6](=[O:7])[NH:2][C:3](=[S:4])[NH:5][CH:9]=2)[CH:20]=[N:19][CH:18]=1, predict the reactants needed to synthesize it. The reactants are: [Na].[NH2:2][C:3]([NH2:5])=[S:4].[CH:6]([CH:8]([CH2:14][C:15]1[CH:16]=[N:17][CH:18]=[N:19][CH:20]=1)[C:9](OCC)=O)=[O:7].